Task: Predict the reaction yield, written as a fraction of the theoretical maximum amount of product (1.0 means a 100% yield; for example, 0.34 means a 34% yield).. Dataset: Reaction yield outcomes from USPTO patents with 853,638 reactions (1) The reactants are [C:1](=[O:20])([O:18][CH3:19])[O:2][C:3]1[CH:8]=[C:7]([N+:9]([O-])=O)[C:6]([Cl:12])=[CH:5][C:4]=1[CH:13]1[CH2:17][CH2:16][CH2:15][CH2:14]1.[BH4-].[Na+]. The catalyst is CO.Cl[Ni]Cl. The product is [C:1](=[O:20])([O:18][CH3:19])[O:2][C:3]1[CH:8]=[C:7]([NH2:9])[C:6]([Cl:12])=[CH:5][C:4]=1[CH:13]1[CH2:17][CH2:16][CH2:15][CH2:14]1. The yield is 0.510. (2) The reactants are CS(C)=O.C(Cl)(=O)C(Cl)=O.[CH3:11][O:12][C:13]1[CH:18]=[CH:17][C:16]([CH2:19][CH2:20][OH:21])=[CH:15][CH:14]=1.C(N(CC)CC)C. The catalyst is ClCCl.O. The product is [CH3:11][O:12][C:13]1[CH:18]=[CH:17][C:16]([CH2:19][CH:20]=[O:21])=[CH:15][CH:14]=1. The yield is 0.444. (3) The reactants are [F:1][C:2]([F:7])([F:6])[C:3]([OH:5])=[O:4].[C:8]1([C:14]2[CH:19]=[C:18]([CH:20]3[CH2:25][CH2:24][NH:23][CH2:22][CH2:21]3)[CH:17]=[CH:16][C:15]=2[NH:26][C:27]([C:29]2[NH:30][CH:31]=[C:32]([C:34]#[N:35])[N:33]=2)=[O:28])[CH2:13][CH2:12][CH2:11][CH2:10][CH:9]=1.CCN(CC)CC.[C:43](#[N:46])[CH:44]=[CH2:45].CO. The catalyst is ClCCCl. The product is [F:1][C:2]([F:7])([F:6])[C:3]([OH:5])=[O:4].[C:43]([CH2:44][CH2:45][N:23]1[CH2:22][CH2:21][CH:20]([C:18]2[CH:17]=[CH:16][C:15]([NH:26][C:27]([C:29]3[NH:30][CH:31]=[C:32]([C:34]#[N:35])[N:33]=3)=[O:28])=[C:14]([C:8]3[CH2:13][CH2:12][CH2:11][CH2:10][CH:9]=3)[CH:19]=2)[CH2:25][CH2:24]1)#[N:46]. The yield is 0.950.